Dataset: CYP2C9 inhibition data for predicting drug metabolism from PubChem BioAssay. Task: Regression/Classification. Given a drug SMILES string, predict its absorption, distribution, metabolism, or excretion properties. Task type varies by dataset: regression for continuous measurements (e.g., permeability, clearance, half-life) or binary classification for categorical outcomes (e.g., BBB penetration, CYP inhibition). Dataset: cyp2c9_veith. (1) The compound is C/C=C\C1=C(CO)C(=O)[C@H]2O[C@]2(CC=C(C)C)C1=O. The result is 0 (non-inhibitor). (2) The molecule is Cc1ccccc1CSCCNC(=O)CSCc1ccc([N+](=O)[O-])cc1. The result is 1 (inhibitor).